Dataset: CYP2C19 inhibition data for predicting drug metabolism from PubChem BioAssay. Task: Regression/Classification. Given a drug SMILES string, predict its absorption, distribution, metabolism, or excretion properties. Task type varies by dataset: regression for continuous measurements (e.g., permeability, clearance, half-life) or binary classification for categorical outcomes (e.g., BBB penetration, CYP inhibition). Dataset: cyp2c19_veith. (1) The molecule is CCOc1ncccc1C(=O)OCC(=O)Nc1cc(C)ccc1C. The result is 1 (inhibitor). (2) The compound is CCOC(=O)CCN1C(=O)[C@H]2CC[C@@H]3/C(=N\OC/C=C(\C)CCC=C(C)C)C[C@@H](O)[C@@H](O)[C@@H]3[C@@H]2C1=O. The result is 0 (non-inhibitor). (3) The compound is COc1ccc(OC)c2[nH]c(=O)c(CCNC(=O)c3ccc(S(=O)(=O)N(C)C)cc3)cc12. The result is 0 (non-inhibitor). (4) The drug is COc1ccccc1NC(=O)Nc1nnc(-c2ccco2)s1. The result is 1 (inhibitor). (5) The drug is C[C@H]1COC(=O)CC=C[C@@H](C)[C@@H]2C=C[C@@H](O)[C@@H](COC1=O)O2. The result is 0 (non-inhibitor). (6) The drug is COC(=O)[C@@H]1CC[C@H](C)[C@@H](c2ccc(C)cc2)N1C(=O)c1ccc(/C=N\O[C@@H](C)c2cc(-c3c(C)cc(C)cc3C)no2)cc1. The result is 0 (non-inhibitor). (7) The compound is CCNC(=O)[C@@H]1O[C@@H](n2cnc3c(N)ncnc32)[C@H](O)[C@H]1O. The result is 0 (non-inhibitor).